Dataset: Full USPTO retrosynthesis dataset with 1.9M reactions from patents (1976-2016). Task: Predict the reactants needed to synthesize the given product. (1) Given the product [ClH:21].[NH2:8][CH2:9][C:10]([O:12][C@H:13]([C:24]1[CH:29]=[CH:28][C:27]([O:30][CH:31]([F:33])[F:32])=[C:26]([O:34][CH2:35][CH:36]2[CH2:38][CH2:37]2)[CH:25]=1)[CH2:14][C:15]1[C:20]([Cl:21])=[CH:19][N+:18]([O-:22])=[CH:17][C:16]=1[Cl:23])=[O:11], predict the reactants needed to synthesize it. The reactants are: C(OC([NH:8][CH2:9][C:10]([O:12][C@H:13]([C:24]1[CH:29]=[CH:28][C:27]([O:30][CH:31]([F:33])[F:32])=[C:26]([O:34][CH2:35][CH:36]2[CH2:38][CH2:37]2)[CH:25]=1)[CH2:14][C:15]1[C:20]([Cl:21])=[CH:19][N+:18]([O-:22])=[CH:17][C:16]=1[Cl:23])=[O:11])=O)(C)(C)C. (2) Given the product [Cl:1][C:2]1[CH:9]=[CH:8][C:5]([C:6]2[N:17]=[C:28]([C:24]3[O:23][CH:27]=[CH:26][CH:25]=3)[O:29][N:7]=2)=[C:4]([CH3:10])[CH:3]=1, predict the reactants needed to synthesize it. The reactants are: [Cl:1][C:2]1[CH:9]=[CH:8][C:5]([C:6]#[N:7])=[C:4]([CH3:10])[CH:3]=1.[Cl-].O[NH3+].C([N:17](C(C)C)CC)(C)C.[O:23]1[CH:27]=[CH:26][CH:25]=[C:24]1[C:28](Cl)=[O:29].C(N=C=NC(C)C)(C)C. (3) The reactants are: [C:1]([O:7][CH2:8][C@H:9]([C:11]1[C:19]([CH3:20])=[CH:18][C:14]2[N:15]=[CH:16][S:17][C:13]=2[C:12]=1[C:21]1[CH:26]=[CH:25][C:24]([Cl:27])=[CH:23][CH:22]=1)[OH:10])(=[O:6])[C:2]([CH3:5])([CH3:4])[CH3:3].Cl(O)(=O)(=O)=O. Given the product [C:1]([O:7][CH2:8][C@@H:9]([O:10][C:2]([CH3:4])([CH3:3])[CH3:1])[C:11]1[C:19]([CH3:20])=[CH:18][C:14]2[N:15]=[CH:16][S:17][C:13]=2[C:12]=1[C:21]1[CH:22]=[CH:23][C:24]([Cl:27])=[CH:25][CH:26]=1)(=[O:6])[C:2]([CH3:4])([CH3:5])[CH3:3], predict the reactants needed to synthesize it. (4) Given the product [Br:16][C:17]1[CH:25]=[CH:24][C:20]([CH2:21][CH2:22][NH:23][C:9](=[O:10])[O:11][C:12]([CH3:13])([CH3:14])[CH3:15])=[CH:19][CH:18]=1, predict the reactants needed to synthesize it. The reactants are: [C:9](O[C:9]([O:11][C:12]([CH3:15])([CH3:14])[CH3:13])=[O:10])([O:11][C:12]([CH3:15])([CH3:14])[CH3:13])=[O:10].[Br:16][C:17]1[CH:25]=[CH:24][C:20]([CH2:21][CH2:22][NH2:23])=[CH:19][CH:18]=1. (5) Given the product [O:23]1[CH:27]=[CH:26][CH:25]=[C:24]1[CH2:28][N:29]([CH2:30][C:31]1[CH:36]=[CH:35][C:34]([S:37][C:38]([CH3:47])([CH3:46])[C:39]([O:41][C:42]([CH3:45])([CH3:44])[CH3:43])=[O:40])=[CH:33][CH:32]=1)[CH2:8][C:9]1[N:10]=[C:11]([CH2:15][C:16]2[CH:21]=[CH:20][CH:19]=[C:18]([CH3:22])[CH:17]=2)[O:12][C:13]=1[CH3:14], predict the reactants needed to synthesize it. The reactants are: C(=O)([O-])[O-].[K+].[K+].Cl[CH2:8][C:9]1[N:10]=[C:11]([CH2:15][C:16]2[CH:21]=[CH:20][CH:19]=[C:18]([CH3:22])[CH:17]=2)[O:12][C:13]=1[CH3:14].[O:23]1[CH:27]=[CH:26][CH:25]=[C:24]1[CH2:28][NH:29][CH2:30][C:31]1[CH:36]=[CH:35][C:34]([S:37][C:38]([CH3:47])([CH3:46])[C:39]([O:41][C:42]([CH3:45])([CH3:44])[CH3:43])=[O:40])=[CH:33][CH:32]=1.C(OCC)(=O)C. (6) Given the product [F:1][C:2]([F:26])([F:25])[C:3]([OH:24])([C:14]1[CH:19]=[CH:18][CH:17]=[C:16]([C:20]([F:23])([F:22])[F:21])[CH:15]=1)[CH2:4][C:5]([C:7]1[CH:12]=[CH:11][C:10]([CH3:13])=[CH:9][CH:8]=1)=[N:28][OH:29], predict the reactants needed to synthesize it. The reactants are: [F:1][C:2]([F:26])([F:25])[C:3]([OH:24])([C:14]1[CH:19]=[CH:18][CH:17]=[C:16]([C:20]([F:23])([F:22])[F:21])[CH:15]=1)[CH2:4][C:5]([C:7]1[CH:12]=[CH:11][C:10]([CH3:13])=[CH:9][CH:8]=1)=O.Cl.[NH2:28][OH:29].N1C=CC=CC=1. (7) Given the product [CH:1]1([CH2:4][N:5]2[CH2:9][CH2:8][N:7]([C:10]3[S:11][C:12]([C:16]([NH:59][CH2:58][C:54]4[CH:55]=[N:56][CH:57]=[C:52]([F:51])[CH:53]=4)=[O:18])=[C:13]([CH3:15])[N:14]=3)[C:6]2=[O:19])[CH2:2][CH2:3]1, predict the reactants needed to synthesize it. The reactants are: [CH:1]1([CH2:4][N:5]2[CH2:9][CH2:8][N:7]([C:10]3[S:11][C:12]([C:16]([OH:18])=O)=[C:13]([CH3:15])[N:14]=3)[C:6]2=[O:19])[CH2:3][CH2:2]1.F[P-](F)(F)(F)(F)F.N1(OC(N(C)C)=[N+](C)C)C2N=CC=CC=2N=N1.C(N(CC)CC)C.[F:51][C:52]1[CH:53]=[C:54]([CH2:58][NH2:59])[CH:55]=[N:56][CH:57]=1.